This data is from Peptide-MHC class I binding affinity with 185,985 pairs from IEDB/IMGT. The task is: Regression. Given a peptide amino acid sequence and an MHC pseudo amino acid sequence, predict their binding affinity value. This is MHC class I binding data. (1) The peptide sequence is QLHAAGVRV. The MHC is HLA-A31:01 with pseudo-sequence HLA-A31:01. The binding affinity (normalized) is 0.0847. (2) The peptide sequence is DDPTDSQDT. The MHC is HLA-A24:02 with pseudo-sequence HLA-A24:02. The binding affinity (normalized) is 0. (3) The peptide sequence is EKLKSLYNTI. The MHC is HLA-B08:01 with pseudo-sequence HLA-B08:01. The binding affinity (normalized) is 0.0847. (4) The peptide sequence is YREGRDQLW. The MHC is HLA-B27:05 with pseudo-sequence HLA-B27:05. The binding affinity (normalized) is 0.0401. (5) The peptide sequence is ERPIFPHPSKPTFLP. The MHC is HLA-A30:02 with pseudo-sequence HLA-A30:02. The binding affinity (normalized) is 0.00596.